From a dataset of Reaction yield outcomes from USPTO patents with 853,638 reactions. Predict the reaction yield, written as a fraction of the theoretical maximum amount of product (1.0 means a 100% yield; for example, 0.34 means a 34% yield). (1) The reactants are [C:1]([O:5][C:6]([N:8]([CH2:27][C@@H:28]1[CH2:37][CH2:36][C:35]2[C:30](=[CH:31][CH:32]=[C:33]([C:38]3[CH:47]=[CH:46][C:41]([C:42]([O:44][CH3:45])=[O:43])=[C:40]([OH:48])[CH:39]=3)[CH:34]=2)[O:29]1)[CH2:9][C@H:10]([O:19][Si:20]([C:23]([CH3:26])([CH3:25])[CH3:24])([CH3:22])[CH3:21])[CH2:11][O:12][C:13]1[CH:18]=[CH:17][CH:16]=[CH:15][CH:14]=1)=[O:7])([CH3:4])([CH3:3])[CH3:2].[F:49][C:50]([F:63])([F:62])[S:51](O[S:51]([C:50]([F:63])([F:62])[F:49])(=[O:53])=[O:52])(=[O:53])=[O:52].N1C=CC=C[CH:65]=1. The catalyst is O. The product is [C:1]([O:5][C:6]([N:8]([CH2:27][C@@H:28]1[CH2:37][CH2:36][C:35]2[C:30](=[CH:31][CH:32]=[C:33]([C:38]3[CH:47]=[CH:46][C:41]([C:42]([O:44][CH3:45])=[O:43])=[C:40]([O:48][CH2:65][S:51]([C:50]([F:63])([F:62])[F:49])(=[O:53])=[O:52])[CH:39]=3)[CH:34]=2)[O:29]1)[CH2:9][C@H:10]([O:19][Si:20]([C:23]([CH3:25])([CH3:24])[CH3:26])([CH3:22])[CH3:21])[CH2:11][O:12][C:13]1[CH:14]=[CH:15][CH:16]=[CH:17][CH:18]=1)=[O:7])([CH3:2])([CH3:3])[CH3:4]. The yield is 0.760. (2) The reactants are C(OC([N:8]1[CH2:13][CH2:12][CH:11]([O:14][C:15]2[CH:16]=[CH:17][C:18]3[CH2:22][O:21][B:20]([OH:23])[C:19]=3[CH:24]=2)[CH2:10][CH2:9]1)=O)(C)(C)C.Cl.CCOCC. The catalyst is CO. The product is [NH:8]1[CH2:9][CH2:10][CH:11]([O:14][C:15]2[CH:16]=[CH:17][C:18]3[CH2:22][O:21][B:20]([OH:23])[C:19]=3[CH:24]=2)[CH2:12][CH2:13]1. The yield is 0.920. (3) The reactants are [CH:1]([C:4]1[N:8]=[C:7]([CH:9]2[CH2:14][CH2:13][C:12](=O)[CH2:11][CH2:10]2)[O:6][N:5]=1)([CH3:3])[CH3:2].[C:16]([O:20][C:21]([CH3:24])([CH3:23])[CH3:22])(=[O:19])[NH:17][NH2:18]. No catalyst specified. The product is [C:21]([O:20][C:16]([NH:17][N:18]=[C:12]1[CH2:13][CH2:14][CH:9]([C:7]2[O:6][N:5]=[C:4]([CH:1]([CH3:3])[CH3:2])[N:8]=2)[CH2:10][CH2:11]1)=[O:19])([CH3:24])([CH3:23])[CH3:22]. The yield is 0.770. (4) The reactants are C(O)(C(F)(F)F)=O.[NH2:8][C:9](=[O:43])[CH2:10][C:11]1[CH:42]=[CH:41][CH:40]=[CH:39][C:12]=1[CH2:13][CH2:14][C:15]1[C:20]([CH3:21])=[CH:19][N:18]=[C:17]([NH:22][C:23]2[CH:28]=[CH:27][C:26]([CH:29]([NH:31]C(=O)OC(C)(C)C)[CH3:30])=[CH:25][CH:24]=2)[N:16]=1. The catalyst is C(Cl)Cl. The product is [NH2:31][CH:29]([C:26]1[CH:27]=[CH:28][C:23]([NH:22][C:17]2[N:16]=[C:15]([CH2:14][CH2:13][C:12]3[CH:39]=[CH:40][CH:41]=[CH:42][C:11]=3[CH2:10][C:9]([NH2:8])=[O:43])[C:20]([CH3:21])=[CH:19][N:18]=2)=[CH:24][CH:25]=1)[CH3:30]. The yield is 0.970. (5) The yield is 0.325. The catalyst is O.C(#N)C. The reactants are C(O)(C(F)(F)F)=O.[F:8][C:9]1[CH:10]=[C:11]([NH:19][C:20]([C@H:22]2[C:31]3[C:26](=[CH:27][C:28]([O:32][CH3:33])=[CH:29][CH:30]=3)[CH2:25][CH2:24][N:23]2[C:34]([C@@H:36]2[CH2:39][C@H:38]([CH2:40][C:41]([O:43]C(C)(C)C)=[O:42])[CH2:37]2)=[O:35])=[O:21])[CH:12]=[CH:13][C:14]=1[Si:15]([CH3:18])([CH3:17])[CH3:16].C(=O)([O-])O.[Na+]. The product is [F:8][C:9]1[CH:10]=[C:11]([NH:19][C:20]([C@H:22]2[C:31]3[C:26](=[CH:27][C:28]([O:32][CH3:33])=[CH:29][CH:30]=3)[CH2:25][CH2:24][N:23]2[C:34]([C@@H:36]2[CH2:39][C@H:38]([CH2:40][C:41]([OH:43])=[O:42])[CH2:37]2)=[O:35])=[O:21])[CH:12]=[CH:13][C:14]=1[Si:15]([CH3:16])([CH3:17])[CH3:18]. (6) The reactants are [NH2:1][CH2:2][CH2:3][CH2:4][CH2:5][C:6]1[CH:7]=[C:8]2[C:13](=[CH:14][CH:15]=1)[CH:12]=[C:11]([O:16][CH2:17][CH2:18][CH2:19][NH:20][C:21](=[O:27])[O:22][C:23]([CH3:26])([CH3:25])[CH3:24])[CH:10]=[CH:9]2.[NH2:28][C:29]1[C:30]([C:37]([NH:39][C:40](SC)=[NH:41])=[O:38])=[N:31][C:32]([Cl:36])=[C:33]([NH2:35])[N:34]=1.CCN(C(C)C)C(C)C. The catalyst is CCO. The product is [NH2:28][C:29]1[C:30]([C:37]([NH:39][C:40](=[NH:41])[NH:1][CH2:2][CH2:3][CH2:4][CH2:5][C:6]2[CH:7]=[C:8]3[C:13](=[CH:14][CH:15]=2)[CH:12]=[C:11]([O:16][CH2:17][CH2:18][CH2:19][NH:20][C:21](=[O:27])[O:22][C:23]([CH3:24])([CH3:26])[CH3:25])[CH:10]=[CH:9]3)=[O:38])=[N:31][C:32]([Cl:36])=[C:33]([NH2:35])[N:34]=1. The yield is 0.840. (7) The reactants are [CH3:1][C:2]1([CH3:41])[O:6][C:5]([C:7]2[CH:12]=[CH:11][C:10]([N:13](S(C)(=O)=O)[S:14]([CH3:17])(=[O:16])=[O:15])=[CH:9][CH:8]=2)=[C:4]([C:22]2[CH:27]=[CH:26][C:25]([O:28][CH2:29][C:30]3[CH:39]=[CH:38][C:37]4[C:32](=[CH:33][CH:34]=[CH:35][CH:36]=4)[N:31]=3)=[CH:24][CH:23]=2)[C:3]1=[O:40].O.[OH-].[Na+]. The catalyst is C1COCC1. The product is [CH3:1][C:2]1([CH3:41])[O:6][C:5]([C:7]2[CH:12]=[CH:11][C:10]([NH:13][S:14]([CH3:17])(=[O:15])=[O:16])=[CH:9][CH:8]=2)=[C:4]([C:22]2[CH:23]=[CH:24][C:25]([O:28][CH2:29][C:30]3[CH:39]=[CH:38][C:37]4[C:32](=[CH:33][CH:34]=[CH:35][CH:36]=4)[N:31]=3)=[CH:26][CH:27]=2)[C:3]1=[O:40]. The yield is 0.260. (8) The reactants are Br[CH2:2][CH2:3][CH2:4][N:5]1[C:9]2=[N:10][CH:11]=[N:12][C:13]([NH2:14])=[C:8]2[C:7]([I:15])=[N:6]1.[NH:16]1[CH:20]=[CH:19][N:18]=[CH:17]1.C(N(CC)CC)C. The catalyst is CN(C)C=O. The product is [N:16]1([CH2:2][CH2:3][CH2:4][N:5]2[C:9]3=[N:10][CH:11]=[N:12][C:13]([NH2:14])=[C:8]3[C:7]([I:15])=[N:6]2)[CH:20]=[CH:19][N:18]=[CH:17]1. The yield is 0.180. (9) The reactants are Br[C:2]1[CH:24]=[N:23][C:5]2[N:6]([CH3:22])[C:7](=[O:21])[N:8]([CH2:11][CH2:12][CH2:13][O:14][CH:15]3[CH2:20][CH2:19][CH2:18][CH2:17][O:16]3)[C:9](=[O:10])[C:4]=2[C:3]=1C(C1C=CC(Cl)=CC=1)O.C([O-])([O-])=O.[Cs+].[Cs+].CN(C)CC(O)=O.[Cl:47][C:48]1[CH:53]=[CH:52][C:51]([OH:54])=[CH:50][CH:49]=1. The catalyst is O1CCOCC1.[Cu]I. The product is [Cl:47][C:48]1[CH:53]=[CH:52][C:51]([O:54][C:2]2[CH:24]=[N:23][C:5]3[N:6]([CH3:22])[C:7](=[O:21])[N:8]([CH2:11][CH2:12][CH2:13][O:14][CH:15]4[CH2:20][CH2:19][CH2:18][CH2:17][O:16]4)[C:9](=[O:10])[C:4]=3[CH:3]=2)=[CH:50][CH:49]=1. The yield is 0.562.